Dataset: Forward reaction prediction with 1.9M reactions from USPTO patents (1976-2016). Task: Predict the product of the given reaction. (1) The product is: [Cl:1][C:2]1[CH:3]=[CH:4][CH:5]=[C:6]2[C:11]=1[N:10]=[C:9]([S:12][CH2:13][CH3:14])[CH:8]=[C:7]2[OH:18]. Given the reactants [Cl:1][C:2]1[CH:3]=[CH:4][CH:5]=[C:6]2[C:11]=1[N:10]=[C:9]([S:12][CH2:13][CH3:14])[C:8](C(O)=O)=[C:7]2[OH:18], predict the reaction product. (2) The product is: [Cl:1][C:2]([F:11])([F:12])[O:3][C:4]1[CH:10]=[CH:9][C:7]([NH:8][C:53](=[O:54])[C:52]2[CH:56]=[C:57]([C:58]3[NH:62][N:61]=[CH:60][CH:59]=3)[C:49]([N:46]3[CH2:47][CH2:48][C@@H:44]([OH:43])[CH2:45]3)=[N:50][CH:51]=2)=[CH:6][CH:5]=1. Given the reactants [Cl:1][C:2]([F:12])([F:11])[O:3][C:4]1[CH:10]=[CH:9][C:7]([NH2:8])=[CH:6][CH:5]=1.CN1CCOCC1.O.OC1C2N=NNC=2C=CC=1.Cl.C(N=C=NCCCN(C)C)C.[OH:43][C@@H:44]1[CH2:48][CH2:47][N:46]([C:49]2[C:57]([C:58]3[N:62](C4CCCCO4)[N:61]=[CH:60][CH:59]=3)=[CH:56][C:52]([C:53](O)=[O:54])=[CH:51][N:50]=2)[CH2:45]1, predict the reaction product. (3) Given the reactants [O:1]1[CH:5]=[C:4]([CH:6]([NH2:20])[CH:7]2[CH2:11][CH2:10][N:9]([C@H](C3C=CC=CC=3)C)[CH2:8]2)[N:3]=[CH:2]1.C([O-])=O.[NH4+], predict the reaction product. The product is: [O:1]1[CH:5]=[C:4]([CH:6]([NH2:20])[CH:7]2[CH2:11][CH2:10][NH:9][CH2:8]2)[N:3]=[CH:2]1. (4) Given the reactants [C:9](O[C:9]([O:11][C:12]([CH3:15])([CH3:14])[CH3:13])=[O:10])([O:11][C:12]([CH3:15])([CH3:14])[CH3:13])=[O:10].[N:16]1([C:22]2[CH:27]=[CH:26][C:25]([OH:28])=[CH:24][CH:23]=2)[CH2:21][CH2:20][NH:19][CH2:18][CH2:17]1.C(N(CC)CC)C, predict the reaction product. The product is: [C:12]([O:11][C:9]([N:19]1[CH2:18][CH2:17][N:16]([C:22]2[CH:23]=[CH:24][C:25]([OH:28])=[CH:26][CH:27]=2)[CH2:21][CH2:20]1)=[O:10])([CH3:13])([CH3:14])[CH3:15]. (5) Given the reactants [F:1][C:2]1[CH:3]=[C:4]([NH2:11])[C:5]2[CH:6]=[CH:7][NH:8][C:9]=2[CH:10]=1.[Cl:12][C:13]1[CH:20]=[CH:19][C:16]([CH2:17]Cl)=[CH:15][CH:14]=1.[OH-].[Na+], predict the reaction product. The product is: [Cl:12][C:13]1[CH:20]=[CH:19][C:16]([CH2:17][N:8]2[C:9]3[CH:10]=[C:2]([F:1])[CH:3]=[C:4]([NH2:11])[C:5]=3[CH:6]=[CH:7]2)=[CH:15][CH:14]=1. (6) Given the reactants [CH:1]([O:4][C:5](=[O:14])[C:6]1[CH:11]=[C:10](Br)[CH:9]=[C:8](Br)[CH:7]=1)([CH3:3])[CH3:2].C(N([CH2:20][CH3:21])CC)C.C[Si:23]([C:26]#C)([CH3:25])[CH3:24].C(OCC)(=O)C, predict the reaction product. The product is: [CH:1]([O:4][C:5](=[O:14])[C:6]1[CH:11]=[C:10]([Si:23]([CH3:26])([CH3:25])[CH3:24])[CH:9]=[C:8]([Si:23]([CH3:26])([CH3:25])[CH3:24])[C:7]=1[C:20]#[CH:21])([CH3:3])[CH3:2].